From a dataset of Full USPTO retrosynthesis dataset with 1.9M reactions from patents (1976-2016). Predict the reactants needed to synthesize the given product. (1) Given the product [Br:1][C:2]1[CH:7]=[CH:6][C:5]([C:8]2[N:12]=[C:11]([NH:14][C:15]([CH3:19])([CH3:18])[CH2:16][OH:17])[S:10][N:9]=2)=[CH:4][CH:3]=1, predict the reactants needed to synthesize it. The reactants are: [Br:1][C:2]1[CH:7]=[CH:6][C:5]([C:8]2[N:12]=[C:11](Cl)[S:10][N:9]=2)=[CH:4][CH:3]=1.[NH2:14][C:15]([CH3:19])([CH3:18])[CH2:16][OH:17]. (2) Given the product [CH:1]1([C:7]2([CH3:15])[N:11]([CH3:12])[C:10](=[O:13])[N:9]([CH2:23][C:24]([C:26]3[CH:27]=[N:28][N:29]([CH2:31][CH3:32])[CH:30]=3)=[O:25])[C:8]2=[O:14])[CH2:2][CH2:3][CH2:4][CH2:5][CH2:6]1, predict the reactants needed to synthesize it. The reactants are: [CH:1]1([C:7]2([CH3:15])[N:11]([CH3:12])[C:10](=[O:13])[NH:9][C:8]2=[O:14])[CH2:6][CH2:5][CH2:4][CH2:3][CH2:2]1.C([O-])([O-])=O.[K+].[K+].Br[CH2:23][C:24]([C:26]1[CH:27]=[N:28][N:29]([CH2:31][CH3:32])[CH:30]=1)=[O:25]. (3) Given the product [F:47][C:48]1[CH:53]=[CH:52][C:51]([NH:54][C:6]([N:8]2[CH2:13][CH2:12][N:11]([C:14]3[C:23]4[C:18](=[CH:19][C:20]5[O:26][CH2:25][O:24][C:21]=5[CH:22]=4)[N:17]=[CH:16][CH:15]=3)[CH2:10][CH2:9]2)=[O:7])=[CH:50][CH:49]=1, predict the reactants needed to synthesize it. The reactants are: C(O[C:6]([N:8]1[CH2:13][CH2:12][N:11]([C:14]2[C:23]3[C:18](=[CH:19][C:20]4[O:26][CH2:25][O:24][C:21]=4[CH:22]=3)[N:17]=[CH:16][CH:15]=2)[CH2:10][CH2:9]1)=[O:7])(C)(C)C.FC(F)(F)C(O)=O.C(OC(N1CCNCC1)=O)(C)(C)C.[F:47][C:48]1[CH:53]=[CH:52][C:51]([N:54]=C=O)=[CH:50][CH:49]=1. (4) Given the product [ClH:34].[CH3:31][N:32]([CH3:33])[CH2:3][C@@H:2]([OH:1])[CH2:4][N:5]1[C:13]2[C:8](=[CH:9][C:10]([N:14]3[CH:19]=[CH:18][C:17]([C:20]4[CH:25]=[CH:24][C:23]([C:26]([F:27])([F:29])[F:28])=[CH:22][CH:21]=4)=[CH:16][C:15]3=[O:30])=[CH:11][CH:12]=2)[CH:7]=[N:6]1, predict the reactants needed to synthesize it. The reactants are: [O:1]1[CH2:3][C@@H:2]1[CH2:4][N:5]1[C:13]2[C:8](=[CH:9][C:10]([N:14]3[CH:19]=[CH:18][C:17]([C:20]4[CH:25]=[CH:24][C:23]([C:26]([F:29])([F:28])[F:27])=[CH:22][CH:21]=4)=[CH:16][C:15]3=[O:30])=[CH:11][CH:12]=2)[CH:7]=[N:6]1.[CH3:31][NH:32][CH3:33].[ClH:34]. (5) Given the product [NH2:11][C:7]1[CH:6]=[CH:5][C:4]([CH2:3][O:2][CH3:1])=[CH:9][C:8]=1[OH:10], predict the reactants needed to synthesize it. The reactants are: [CH3:1][O:2][CH2:3][C:4]1[CH:5]=[CH:6][C:7]([N+:11]([O-])=O)=[C:8]([OH:10])[CH:9]=1.[H][H]. (6) Given the product [O:11]=[C:6]1[C:7]2[C:3](=[C:2]([O:1][CH2:23][C@@H:24]3[O:29][CH2:28][CH2:27][N:26]([C:30]([O:32][C:33]([CH3:34])([CH3:36])[CH3:35])=[O:31])[CH2:25]3)[CH:10]=[CH:9][CH:8]=2)[CH2:4][CH2:5]1, predict the reactants needed to synthesize it. The reactants are: [OH:1][C:2]1[CH:10]=[CH:9][CH:8]=[C:7]2[C:3]=1[CH2:4][CH2:5][C:6]2=[O:11].S(O[CH2:23][C@@H:24]1[O:29][CH2:28][CH2:27][N:26]([C:30]([O:32][C:33]([CH3:36])([CH3:35])[CH3:34])=[O:31])[CH2:25]1)(C1C=CC(C)=CC=1)(=O)=O.C(=O)([O-])[O-].[K+].[K+].O. (7) Given the product [CH2:1]([O:8][C:9]1[C:10]([C:29]([N:31]([CH2:38][CH2:39][OH:40])[CH:32]([CH3:37])[C:33]([F:36])([F:35])[F:34])=[O:30])=[N:11][C:12]([CH2:16][C:17]2([C:22]3[CH:23]=[CH:24][C:25]([Cl:28])=[CH:26][CH:27]=3)[CH2:21][CH2:20][CH2:19][CH2:18]2)=[N:13][C:14]=1[OH:15])[C:2]1[CH:3]=[CH:4][CH:5]=[CH:6][CH:7]=1, predict the reactants needed to synthesize it. The reactants are: [CH2:1]([O:8][C:9]1[C:10]([C:29]([N:31]([CH2:38][CH2:39][O:40][Si](C(C)(C)C)(C)C)[CH:32]([CH3:37])[C:33]([F:36])([F:35])[F:34])=[O:30])=[N:11][C:12]([CH2:16][C:17]2([C:22]3[CH:27]=[CH:26][C:25]([Cl:28])=[CH:24][CH:23]=3)[CH2:21][CH2:20][CH2:19][CH2:18]2)=[N:13][C:14]=1[OH:15])[C:2]1[CH:7]=[CH:6][CH:5]=[CH:4][CH:3]=1.Cl. (8) Given the product [CH3:1][O:2][C:3](=[O:33])[CH2:4][C@H:5]1[C:9]2[CH:10]=[CH:11][C:12]([O:14][C@H:15]3[C:23]4[C:22](=[C:21]([C:47]5[CH:46]=[C:37]([O:38][Si:39]([C:42]([CH3:44])([CH3:43])[CH3:45])([CH3:40])[CH3:41])[CH:36]=[CH:35][C:48]=5[CH3:49])[CH:20]=[CH:19][CH:18]=4)[CH2:17][CH2:16]3)=[CH:13][C:8]=2[O:7][CH2:6]1, predict the reactants needed to synthesize it. The reactants are: [CH3:1][O:2][C:3](=[O:33])[CH2:4][C@H:5]1[C:9]2[CH:10]=[CH:11][C:12]([O:14][C@H:15]3[C:23]4[C:18](=[C:19](B5OC(C)(C)C(C)(C)O5)[CH:20]=[CH:21][CH:22]=4)[CH2:17][CH2:16]3)=[CH:13][C:8]=2[O:7][CH2:6]1.Br[C:35]1[CH:36]=[C:37]([CH:46]=[CH:47][C:48]=1[CH3:49])[O:38][Si:39]([C:42]([CH3:45])([CH3:44])[CH3:43])([CH3:41])[CH3:40].O. (9) The reactants are: [NH2:1][N:2]1[C:6]2[CH:7]=[CH:8][CH:9]=[CH:10][C:5]=2[N:4]=[C:3]1[S:11][CH2:12][C:13]1[C:18]([CH3:19])=[C:17]([O:20][CH2:21][C:22]([F:25])([F:24])[F:23])[CH:16]=[CH:15][N:14]=1.ClC1C=CC=C(C(OO)=[O:34])C=1.S([O-])([O-])=O.[Na+].[Na+].C(=O)(O)[O-].[Na+]. Given the product [NH2:1][N:2]1[C:6]2[CH:7]=[CH:8][CH:9]=[CH:10][C:5]=2[N:4]=[C:3]1[S:11]([CH2:12][C:13]1[C:18]([CH3:19])=[C:17]([O:20][CH2:21][C:22]([F:25])([F:24])[F:23])[CH:16]=[CH:15][N:14]=1)=[O:34], predict the reactants needed to synthesize it.